This data is from Full USPTO retrosynthesis dataset with 1.9M reactions from patents (1976-2016). The task is: Predict the reactants needed to synthesize the given product. (1) The reactants are: [Cl:1][C:2]1[N:7]=[C:6]([NH:8][C@@H:9]2[C@@H:14]3[CH2:15][C@@H:11]([CH:12]=[CH:13]3)[C@@H:10]2[C:16]([NH2:18])=[O:17])[C:5]([Cl:19])=[CH:4][N:3]=1.[NH2:20][C:21]1[CH:22]=[CH:23][C:24]2[CH2:30][CH2:29][C@H:28]([NH:31][C:32](=[O:34])[CH3:33])[CH2:27][C:26](=[O:35])[C:25]=2[C:36]=1[O:37][CH3:38]. Given the product [ClH:1].[C:32]([NH:31][C@@H:28]1[CH2:27][C:26](=[O:35])[C:25]2[C:36]([O:37][CH3:38])=[C:21]([NH:20][C:2]3[N:7]=[C:6]([NH:8][C@@H:9]4[C@@H:14]5[CH2:15][C@@H:11]([CH:12]=[CH:13]5)[C@@H:10]4[C:16]([NH2:18])=[O:17])[C:5]([Cl:19])=[CH:4][N:3]=3)[CH:22]=[CH:23][C:24]=2[CH2:30][CH2:29]1)(=[O:34])[CH3:33], predict the reactants needed to synthesize it. (2) Given the product [CH:1]([OH:8])=[O:2].[NH2:34][C:28]1[C:29]([NH:33][C:1](=[O:8])[O:2][CH:3]2[CH2:7][CH2:6][CH2:5][CH2:4]2)=[C:30]([NH2:32])[N:31]=[C:26]([C:19]2[N:18]=[C:17]([CH2:16][C:15]3[CH:35]=[CH:36][CH:37]=[CH:38][C:14]=3[F:13])[N:21]3[C:20]=2[CH:25]=[CH:24][CH:23]=[N:22]3)[N:27]=1, predict the reactants needed to synthesize it. The reactants are: [C:1](Cl)(=[O:8])[O:2][CH:3]1[CH2:7][CH2:6][CH2:5][CH2:4]1.Cl.Cl.Cl.[F:13][C:14]1[CH:38]=[CH:37][CH:36]=[CH:35][C:15]=1[CH2:16][C:17]1[N:21]2[N:22]=[CH:23][CH:24]=[CH:25][C:20]2=[C:19]([C:26]2[N:31]=[C:30]([NH2:32])[C:29]([NH2:33])=[C:28]([NH2:34])[N:27]=2)[N:18]=1. (3) Given the product [CH2:10]([O:12][C:13]([C@:15]1([NH2:37])[C@H:20]([S:21][CH2:22][C:23]2[CH:28]=[CH:27][C:26]([Cl:29])=[C:25]([Cl:30])[CH:24]=2)[CH2:19][C@@H:18]2[C@H:16]1[C@@:17]2([F:36])[C:31]([O:33][CH2:34][CH3:35])=[O:32])=[O:14])[CH3:11], predict the reactants needed to synthesize it. The reactants are: CP(C)C.O1CCCC1.[CH2:10]([O:12][C:13]([C@:15]1([N:37]=[N+]=[N-])[C@H:20]([S:21][CH2:22][C:23]2[CH:28]=[CH:27][C:26]([Cl:29])=[C:25]([Cl:30])[CH:24]=2)[CH2:19][C@@H:18]2[C@H:16]1[C@@:17]2([F:36])[C:31]([O:33][CH2:34][CH3:35])=[O:32])=[O:14])[CH3:11].C(=O)([O-])O.[Na+].